This data is from Forward reaction prediction with 1.9M reactions from USPTO patents (1976-2016). The task is: Predict the product of the given reaction. (1) Given the reactants [C:1]1([S:7]([C:10]2[C:15]([F:16])=[CH:14][C:13](Br)=[CH:12][C:11]=2[F:18])(=[O:9])=[O:8])[CH:6]=[CH:5][CH:4]=[CH:3][CH:2]=1.[Cl:19][C:20]1[CH:21]=[CH:22][C:23]([O:29][CH3:30])=[C:24](B(O)O)[CH:25]=1, predict the reaction product. The product is: [C:1]1([S:7]([C:10]2[C:15]([F:16])=[CH:14][C:13]([C:22]3[CH:21]=[C:20]([Cl:19])[CH:25]=[CH:24][C:23]=3[O:29][CH3:30])=[CH:12][C:11]=2[F:18])(=[O:9])=[O:8])[CH:6]=[CH:5][CH:4]=[CH:3][CH:2]=1. (2) Given the reactants C[O:2][C:3]([C:5]1[C:20]([NH:21][C:22]2[CH:27]=[CH:26][C:25]([Br:28])=[CH:24][C:23]=2[Cl:29])=[C:19]([F:30])[C:8]2[N:9]=[CH:10][N:11]([CH2:12][CH:13]3[CH2:18][CH2:17][CH2:16][CH2:15][O:14]3)[C:7]=2[CH:6]=1)=[O:4].O1CCCC1.O.[Li+].[OH-], predict the reaction product. The product is: [Br:28][C:25]1[CH:26]=[CH:27][C:22]([NH:21][C:20]2[C:5]([C:3]([OH:4])=[O:2])=[CH:6][C:7]3[N:11]([CH2:12][CH:13]4[CH2:18][CH2:17][CH2:16][CH2:15][O:14]4)[CH:10]=[N:9][C:8]=3[C:19]=2[F:30])=[C:23]([Cl:29])[CH:24]=1. (3) Given the reactants Br[C:2]1[C:3]([NH2:9])=[N:4][CH:5]=[C:6]([Br:8])[N:7]=1.C(N(CC)CC)C.[CH3:17][Si:18]([C:21]#[CH:22])([CH3:20])[CH3:19].C(OCC)(=O)C, predict the reaction product. The product is: [Br:8][C:6]1[N:7]=[C:2]([C:22]#[C:21][Si:18]([CH3:20])([CH3:19])[CH3:17])[C:3]([NH2:9])=[N:4][CH:5]=1. (4) Given the reactants [H-].[Na+].[C:3]([O:7][C:8]([NH:10][C:11]([C:14]1[CH:19]=[CH:18][C:17]([C:20]2[C:25]([Cl:26])=[CH:24][N:23]=[C:22](Cl)[N:21]=2)=[CH:16][CH:15]=1)([CH3:13])[CH3:12])=[O:9])([CH3:6])([CH3:5])[CH3:4].[NH2:28][C:29]1[CH:34]=[CH:33][C:32]([N:35]2[CH:39]=[CH:38][N:37]=[CH:36]2)=[CH:31][CH:30]=1, predict the reaction product. The product is: [C:3]([O:7][C:8]([NH:10][C:11]([C:14]1[CH:15]=[CH:16][C:17]([C:20]2[C:25]([Cl:26])=[CH:24][N:23]=[C:22]([NH:28][C:29]3[CH:30]=[CH:31][C:32]([N:35]4[CH:39]=[CH:38][N:37]=[CH:36]4)=[CH:33][CH:34]=3)[N:21]=2)=[CH:18][CH:19]=1)([CH3:13])[CH3:12])=[O:9])([CH3:6])([CH3:4])[CH3:5].